This data is from Full USPTO retrosynthesis dataset with 1.9M reactions from patents (1976-2016). The task is: Predict the reactants needed to synthesize the given product. (1) Given the product [CH3:42][N:38]1[CH:39]=[CH:40][N:41]=[C:37]1[CH2:36][O:1][C:2]1[CH:3]=[C:4]([C:8]2[N:17]=[C:16]([NH:18][C:19]3[CH:20]=[C:21]4[C:25](=[CH:26][CH:27]=3)[N:24]([C:28]([O:30][C:31]([CH3:34])([CH3:33])[CH3:32])=[O:29])[N:23]=[CH:22]4)[C:15]3[C:10](=[CH:11][CH:12]=[CH:13][CH:14]=3)[N:9]=2)[CH:5]=[CH:6][CH:7]=1, predict the reactants needed to synthesize it. The reactants are: [OH:1][C:2]1[CH:3]=[C:4]([C:8]2[N:17]=[C:16]([NH:18][C:19]3[CH:20]=[C:21]4[C:25](=[CH:26][CH:27]=3)[N:24]([C:28]([O:30][C:31]([CH3:34])([CH3:33])[CH3:32])=[O:29])[N:23]=[CH:22]4)[C:15]3[C:10](=[CH:11][CH:12]=[CH:13][CH:14]=3)[N:9]=2)[CH:5]=[CH:6][CH:7]=1.Cl[CH2:36][C:37]1[N:38]([CH3:42])[CH:39]=[CH:40][N:41]=1.C([O-])([O-])=O.[K+].[K+]. (2) Given the product [NH2:2][CH2:1][CH2:3][C:4]1([CH3:17])[CH2:5][CH2:6][N:7]([C:10]([O:12][C:13]([CH3:16])([CH3:15])[CH3:14])=[O:11])[CH2:8][CH2:9]1, predict the reactants needed to synthesize it. The reactants are: [C:1]([CH2:3][C:4]1([CH3:17])[CH2:9][CH2:8][N:7]([C:10]([O:12][C:13]([CH3:16])([CH3:15])[CH3:14])=[O:11])[CH2:6][CH2:5]1)#[N:2].